This data is from Forward reaction prediction with 1.9M reactions from USPTO patents (1976-2016). The task is: Predict the product of the given reaction. (1) Given the reactants [C:1]([N:5]1[C:9]([Cl:10])=[C:8]([N:11]([CH2:19][CH3:20])C(=O)OC(C)(C)C)[CH:7]=[N:6]1)([CH3:4])([CH3:3])[CH3:2].Cl, predict the reaction product. The product is: [ClH:10].[C:1]([N:5]1[C:9]([Cl:10])=[C:8]([NH:11][CH2:19][CH3:20])[CH:7]=[N:6]1)([CH3:4])([CH3:3])[CH3:2]. (2) Given the reactants [Cl:1][C:2]1[CH:14]=[C:13]([Cl:15])[CH:12]=[CH:11][C:3]=1[O:4][CH:5]1[CH2:9][CH2:8][O:7][C:6]1=[O:10].[NH2:16][C:17]1[CH:18]=[C:19]([CH2:23][CH:24]([O:30][CH:31]([CH3:33])[CH3:32])[C:25]([O:27]CC)=[O:26])[CH:20]=[CH:21][CH:22]=1, predict the reaction product. The product is: [Cl:1][C:2]1[CH:14]=[C:13]([Cl:15])[CH:12]=[CH:11][C:3]=1[O:4][CH:5]([CH2:9][CH2:8][OH:7])[C:6]([NH:16][C:17]1[CH:18]=[C:19]([CH2:23][CH:24]([O:30][CH:31]([CH3:33])[CH3:32])[C:25]([OH:27])=[O:26])[CH:20]=[CH:21][CH:22]=1)=[O:10]. (3) Given the reactants [N:1]1[CH:6]=[CH:5][CH:4]=[CH:3][C:2]=1[N:7]1[CH2:12][C@@H:11]2[CH2:13][C@H:8]1[CH2:9][N:10]2C(OC(C)(C)C)=O.[F:21][C:22]([F:27])([F:26])[C:23]([O-:25])=[O:24], predict the reaction product. The product is: [OH:25][C:23]([C:22]([F:27])([F:26])[F:21])=[O:24].[N:1]1[CH:6]=[CH:5][CH:4]=[CH:3][C:2]=1[N:7]1[CH2:12][C@@H:11]2[CH2:13][C@H:8]1[CH2:9][NH:10]2. (4) Given the reactants Br[CH2:2][CH:3]1[O:7][C:6]([CH3:9])([CH3:8])[CH2:5][CH2:4]1.[N-:10]=[N+:11]=[N-:12].[Na+], predict the reaction product. The product is: [N:10]([CH2:2][CH:3]1[O:7][C:6]([CH3:9])([CH3:8])[CH2:5][CH2:4]1)=[N+:11]=[N-:12]. (5) The product is: [O:1]1[C:5]2[CH:6]=[CH:7][C:8]([C:10]3[CH:11]=[CH:12][C:13]([C:16]4[N:21]=[C:20]([O:22][CH2:23][CH2:24][CH2:25][CH2:26][C:27]([CH3:32])([CH3:31])[C:28]([NH:42][CH:43]([CH2:44][C:45]5[CH:46]=[CH:47][C:48]([O:51][C:52]([CH3:55])([CH3:54])[CH3:53])=[CH:49][CH:50]=5)[C:56]([O:58][C:59]([CH3:61])([CH3:60])[CH3:62])=[O:57])=[O:30])[CH:19]=[CH:18][CH:17]=4)=[CH:14][CH:15]=3)=[CH:9][C:4]=2[O:3][CH2:2]1. Given the reactants [O:1]1[C:5]2[CH:6]=[CH:7][C:8]([C:10]3[CH:15]=[CH:14][C:13]([C:16]4[N:21]=[C:20]([O:22][CH2:23][CH2:24][CH2:25][CH2:26][C:27]([CH3:32])([CH3:31])[C:28]([OH:30])=O)[CH:19]=[CH:18][CH:17]=4)=[CH:12][CH:11]=3)=[CH:9][C:4]=2[O:3][CH2:2]1.C(N(C(C)C)CC)(C)C.[NH2:42][C@H:43]([C:56]([O:58][C:59]([CH3:62])([CH3:61])[CH3:60])=[O:57])[CH2:44][C:45]1[CH:50]=[CH:49][C:48]([O:51][C:52]([CH3:55])([CH3:54])[CH3:53])=[CH:47][CH:46]=1.Cl.F[P-](F)(F)(F)(F)F.N1(OC(N(C)C)=[N+](C)C)C2C=CC=CC=2N=N1, predict the reaction product.